This data is from Forward reaction prediction with 1.9M reactions from USPTO patents (1976-2016). The task is: Predict the product of the given reaction. (1) Given the reactants [NH2:1][CH2:2][C:3]1[CH:8]=[CH:7][C:6]([S:9]([NH2:12])(=[O:11])=[O:10])=[CH:5][CH:4]=1.[C:13](O[C:13]([C:15]([F:18])([F:17])[F:16])=[O:14])([C:15]([F:18])([F:17])[F:16])=[O:14], predict the reaction product. The product is: [F:16][C:15]([F:18])([F:17])[C:13]([NH:1][CH2:2][C:3]1[CH:4]=[CH:5][C:6]([S:9](=[O:10])(=[O:11])[NH2:12])=[CH:7][CH:8]=1)=[O:14]. (2) Given the reactants C([N:8]1[C:13](=[O:14])[C:12]([C:15]2[CH:22]=[CH:21][C:18]([C:19]#[N:20])=[CH:17][CH:16]=2)=[C:11]([C:23]2[CH:28]=[CH:27][C:26]([Cl:29])=[CH:25][CH:24]=2)[CH:10]=[N:9]1)C1C=CC=CC=1.[Al+3].[Cl-].[Cl-].[Cl-], predict the reaction product. The product is: [Cl:29][C:26]1[CH:25]=[CH:24][C:23]([C:11]2[CH:10]=[N:9][NH:8][C:13](=[O:14])[C:12]=2[C:15]2[CH:16]=[CH:17][C:18]([C:19]#[N:20])=[CH:21][CH:22]=2)=[CH:28][CH:27]=1.